Dataset: Forward reaction prediction with 1.9M reactions from USPTO patents (1976-2016). Task: Predict the product of the given reaction. (1) Given the reactants [CH2:1]([N:8]1[CH2:12][CH2:11][C:10]([NH:14][CH2:15][C:16]2[C:17](=[O:27])[N:18]([CH3:26])[C:19]3[C:24]([CH:25]=2)=[CH:23][CH:22]=[CH:21][CH:20]=3)([CH3:13])[CH2:9]1)[C:2]1[CH:7]=[CH:6][CH:5]=[CH:4][CH:3]=1.CCN(C(C)C)C(C)C.[CH:37]1([C:43](Cl)=[O:44])[CH2:42][CH2:41][CH2:40][CH2:39][CH2:38]1, predict the reaction product. The product is: [CH2:1]([N:8]1[CH2:12][CH2:11][C:10]([N:14]([CH2:15][C:16]2[C:17](=[O:27])[N:18]([CH3:26])[C:19]3[C:24]([CH:25]=2)=[CH:23][CH:22]=[CH:21][CH:20]=3)[C:43]([CH:37]2[CH2:42][CH2:41][CH2:40][CH2:39][CH2:38]2)=[O:44])([CH3:13])[CH2:9]1)[C:2]1[CH:7]=[CH:6][CH:5]=[CH:4][CH:3]=1. (2) Given the reactants Br[C:2]1[CH:9]=[CH:8][C:7]([C:10]([F:13])([F:12])[F:11])=[CH:6][C:3]=1[CH:4]=[O:5].[CH3:14][C:15]1[C:19](B(O)O)=[C:18]([CH3:23])[NH:17][N:16]=1, predict the reaction product. The product is: [CH3:14][C:15]1[C:19]([C:2]2[CH:9]=[CH:8][C:7]([C:10]([F:13])([F:12])[F:11])=[CH:6][C:3]=2[CH:4]=[O:5])=[C:18]([CH3:23])[NH:17][N:16]=1. (3) Given the reactants CS[S:3][CH3:4].[F:5][C:6]1[CH:11]=[CH:10][C:9](N)=[CH:8][C:7]=1[C:13]([F:16])([F:15])[F:14].C(#N)C.N(OCCC(C)C)=O, predict the reaction product. The product is: [F:5][C:6]1[CH:11]=[CH:10][C:9]([S:3][CH3:4])=[CH:8][C:7]=1[C:13]([F:14])([F:15])[F:16]. (4) Given the reactants [C:1](OC(=O)C)(=[O:3])[CH3:2].[CH2:8]([O:10][C:11]([C:13]1[C:17]([NH2:18])=[CH:16][N:15]([CH2:19][C:20]2[CH:25]=[CH:24][C:23]([O:26][CH3:27])=[CH:22][CH:21]=2)[N:14]=1)=[O:12])[CH3:9], predict the reaction product. The product is: [CH2:8]([O:10][C:11]([C:13]1[C:17]([NH:18][C:1](=[O:3])[CH3:2])=[CH:16][N:15]([CH2:19][C:20]2[CH:21]=[CH:22][C:23]([O:26][CH3:27])=[CH:24][CH:25]=2)[N:14]=1)=[O:12])[CH3:9]. (5) Given the reactants [C:1]([C:3]1[CH:4]=[C:5]([CH:34]=[C:35]([CH3:37])[CH:36]=1)[C:6]([C:8]1[N:13]([CH2:14][CH2:15][O:16]C(=O)C)[C:12](=[O:20])[N:11]([CH2:21][C:22]2[CH:27]=[CH:26][C:25]([O:28][CH3:29])=[CH:24][CH:23]=2)[C:10](=[O:30])[C:9]=1[CH:31]([CH3:33])[CH3:32])=[O:7])#[N:2].C(=O)([O-])[O-].[K+].[K+], predict the reaction product. The product is: [OH:16][CH2:15][CH2:14][N:13]1[C:8]([C:6]([C:5]2[CH:4]=[C:3]([CH:36]=[C:35]([CH3:37])[CH:34]=2)[C:1]#[N:2])=[O:7])=[C:9]([CH:31]([CH3:33])[CH3:32])[C:10](=[O:30])[N:11]([CH2:21][C:22]2[CH:27]=[CH:26][C:25]([O:28][CH3:29])=[CH:24][CH:23]=2)[C:12]1=[O:20]. (6) Given the reactants [F:1][C:2]1[CH:29]=[C:28]([F:30])[CH:27]=[CH:26][C:3]=1[CH2:4][O:5][C:6]1[N:7]=[CH:8][N:9]([C:15]2[CH:16]=[C:17]([CH:22]=[CH:23][C:24]=2[CH3:25])[C:18]([O:20]C)=[O:19])[C:10](=[O:14])[C:11]=1[CH2:12][CH3:13].[OH-].[Na+].C(O)(=O)CC(CC(O)=O)(C(O)=O)O, predict the reaction product. The product is: [F:1][C:2]1[CH:29]=[C:28]([F:30])[CH:27]=[CH:26][C:3]=1[CH2:4][O:5][C:6]1[N:7]=[CH:8][N:9]([C:15]2[CH:16]=[C:17]([CH:22]=[CH:23][C:24]=2[CH3:25])[C:18]([OH:20])=[O:19])[C:10](=[O:14])[C:11]=1[CH2:12][CH3:13].